Dataset: Forward reaction prediction with 1.9M reactions from USPTO patents (1976-2016). Task: Predict the product of the given reaction. Given the reactants [CH3:1][C:2]([CH3:5])([O-:4])[CH3:3].[Na+].[Br-].C1([PH+](C2C=CC=CC=2)C2C=CC=CC=2)C=CC=CC=1.[CH2:27]([O:29][C:30]([C:32]1[NH:33][C:34]([CH:38]=O)=[CH:35][C:36]=1[CH3:37])=[O:31])[CH3:28].C1C[O:43][CH2:42][CH2:41]1, predict the reaction product. The product is: [CH2:27]([O:29][C:30]([C:32]1[NH:33][C:34]([CH:38]=[CH:41][C:42]([O:4][C:2]([CH3:5])([CH3:3])[CH3:1])=[O:43])=[CH:35][C:36]=1[CH3:37])=[O:31])[CH3:28].